This data is from Reaction yield outcomes from USPTO patents with 853,638 reactions. The task is: Predict the reaction yield, written as a fraction of the theoretical maximum amount of product (1.0 means a 100% yield; for example, 0.34 means a 34% yield). The reactants are [H-].[Na+].[CH3:3][O:4][C:5]([C:7]1[CH:26]=[CH:25][C:10]([CH2:11][CH:12]([C:19]([O:21][CH2:22][CH:23]=[CH2:24])=[O:20])[C:13]([O:15][CH2:16][CH:17]=[CH2:18])=[O:14])=[CH:9][CH:8]=1)=[O:6].Br[CH2:28][CH2:29][C:30]1[CH:37]=[CH:36][C:33]([C:34]#[N:35])=[CH:32][CH:31]=1.O. The yield is 0.460. The product is [C:34]([C:33]1[CH:36]=[CH:37][C:30]([CH2:29][CH2:28][C:12]([CH2:11][C:10]2[CH:9]=[CH:8][C:7]([C:5]([O:4][CH3:3])=[O:6])=[CH:26][CH:25]=2)([C:19]([O:21][CH2:22][CH:23]=[CH2:24])=[O:20])[C:13]([O:15][CH2:16][CH:17]=[CH2:18])=[O:14])=[CH:31][CH:32]=1)#[N:35]. The catalyst is CN(C=O)C.